From a dataset of Experimentally validated miRNA-target interactions with 360,000+ pairs, plus equal number of negative samples. Binary Classification. Given a miRNA mature sequence and a target amino acid sequence, predict their likelihood of interaction. (1) Result: 0 (no interaction). The protein sequence of the target gene is MNSSSSTMNEEPDALSVVNQLRDLAADPLNRRAIVQDQGCLPGLILFMDHPNPPVVHSALLALRYLAECRANREKMKGELGMMLSLQNVIQKTTTPGETKLLASEIYDILQSSNLADGDSFNEMNSRRRKAQFFLGTTNKRAKTVVLHIDGLDDTSRRNLCEEALLKIKGVISFTFQMAVQRCVVRIRSDLKAEALASAIASTKVMKAQQVVKSESGEEMLVPFQDAPVEVEENTELPDYLPEDESPTKEQDKAVSRVGSHPEGGASWLSTAANFLSRSFYW. The miRNA is mmu-miR-877-5p with sequence GUAGAGGAGAUGGCGCAGGG. (2) The protein sequence of the target gene is MQSPAVLVTSRRLQNAHTGLDLTVPQHQEVRGKMMSGHVEYQILVVTRLAAFKSAKHRPEDVVQFLVSKKYSEIEEFYQKLSSRYAAASLPPLPRKVLFVGESDIRERRAVFNEILRCVSKDAELAGSPELLEFLGTRSPGAAGLTSRDSSVLDGTDSQTGNDEEAFDFFEEQDQVAEEGPPVQSLKGEDAEESLEEEEALDPLGIMRSKKPKKHPKVAVKAKPSPRLTIFDEEVDPDEGLFGPGRKLSPQDPSEDVSSVDPLKLFDDPDLGGAIPLGDSLLLPAACESGGPTPSLSHRD.... Result: 0 (no interaction). The miRNA is hsa-miR-1908-5p with sequence CGGCGGGGACGGCGAUUGGUC. (3) The miRNA is hsa-miR-8087 with sequence GAAGACUUCUUGGAUUACAGGGG. The protein sequence of the target gene is MAPTLFQKLFSKRSGLGAPGRDARDPDCAFSWPLPEFDPSQIRLIVYQDCERRGRNVLFDSSVKRKNEDTSVSKLCNDAQVKVFGKCCQLKPGGDSSSSLDSSITLSSDGKDQCPKYQGSRCSSDANMLGEMMFGSVAMSYKGSTLKIHQIRSPPQLMLSKVFTARTGSSICGSLNTLQDSLEFINQDSNTLKADSSTVSNGLLGNIGLSQFCSPRRAFSEQGPLRLIRSASFFAVHSNPMDMPGRELNEDRDSGIARSASLSSLFITPFPSPNSSLTRSCASSYQRRWRRSQTTSLENG.... Result: 0 (no interaction). (4) The miRNA is mmu-miR-6902-3p with sequence CCAUGUGAUGUGUGGGUUCAG. The protein sequence of the target gene is MMSYLKQPPYAVNGLSLTTSGMDLLHPSVGYPATPRKQRRERTTFTRAQLDVLEALFAKTRYPDIFMREEVALKINLPESRVQVWFKNRRAKCRQQQQQQQNGGQNKVRPAKKKTSPAREVSSESGTSGQFTPPSSTSVPTIASSSAPVSIWSPASISPLSDPLSTSSSCMQRSYPMTYTQASGYSQGYAGSTSYFGGMDCGSYLTPMHHQLPGPGATLSPMGTNAVTSHLNQSPASLSTQGYGASSLGFNSTTDCLDYKDQTASWKLNFNADCLDYKDQTSSWKFQVL. Result: 0 (no interaction). (5) The miRNA is mmu-miR-223-3p with sequence UGUCAGUUUGUCAAAUACCCCA. The protein sequence of the target gene is MSLQYGAEETPLAGSYGAADSFPKDFGYGVEEEEEEAAAGGGGGAGAGGGCGPGGADSSKPRILLMGLRRSGKSSIQKVVFHKMSPNETLFLESTNKIYKDDISNSSFVNFQIWDFPGQMDFFDPTFDYEMIFRGTGALIYVIDAQDDYMEALTRLHITVSKAYKVNPDMNFEVFIHKVDGLSDDHKIETQRDIHQRANDDLADAGLEKLHLSFYLTSIYDHSIFEAFSKVVQKLIPQLPTLENLLNIFISNSGIEKAFLFDVVSKIYIATDSSPVDMQSYELCCDMIDVVIDVSCIYGL.... Result: 1 (interaction). (6) The miRNA is hsa-miR-4467 with sequence UGGCGGCGGUAGUUAUGGGCUU. The protein sequence of the target gene is MQVRVRLSLLLLCAVLLGSAAATSDDKTNQDDSLDSKSSLPTDESVKDHTTTGKVVAGQIFVDSEEAEVESLLQDEEDSSKTQEEEISFLESPNPSSKTYEELKRVRKPVLTAIEGTAHGEPCHFPFLFLDKEYDECTSDGREDGRLWCATTYDYKTDEKWGFCETEEDAAKRRQMQEAEMIYQAGMKILNGSNRKSQKREAYRYLQKAAGMNHTKALERVSYALLFGDYLTQNIQAAKEMFEKLTEEGSPKGQTGLGFLYASGLGVNSSQAKALVYYTFGALGGNLIAHMILGYRYWAG.... Result: 0 (no interaction). (7) The miRNA is hsa-miR-214-3p with sequence ACAGCAGGCACAGACAGGCAGU. The protein sequence of the target gene is MAESAPARHRRKRRSTPLTSSTLPSQATEKSSYFQTTEISLWTVVAAIQAVEKKMESQAARLQSLEGRTGTAEKKLADCEKMAVEFGNQLEGKWAVLGTLLQEYGLLQRRLENVENLLRNRNFWILRLPPGSKGEAPKVSRSLENDGVCFTEQEWENLEDWQKELYRNVMESNYETLVSLKVLGQTEGEAELGTEMLGDLEEEGPGGAHPAGGVMIKQELQYTQEGPADLPGEFSCIAEEQAFLSPEQTELWGGQGSSVLLETGPGDSTLEEPVGSRVPSSSRTVGCPKQKSHRQVQLDQ.... Result: 0 (no interaction). (8) The miRNA is mmu-miR-30b-5p with sequence UGUAAACAUCCUACACUCAGCU. Result: 0 (no interaction). The protein sequence of the target gene is MTEGRRCQVHLLDDRKLELLVQPKLLAKELLDLVASHFNLKEKEYFGIAFTDETGHLNWLQLDRRVLEHDFPKKSGPVVLYFCVRFYIESISYLKDNATIELFFLNAKSCIYKELIDVDSEVVFELASYILQEAKGDFSSNEVVRSDLKKLPALPTQALKEHPSLAYCEDRVIEYYKKLNGQTRGQAIVNYMSIVESLPTYGVHYYAVKDKQGIPWWLGLSYKGIFQYDYHDKVKPRKIFQWRQLENLYFREKKFSVEVHDPRRASVTRRTFGHSGIAVHTWYACPALIKSIWAMAISQH.... (9) The miRNA is hsa-miR-190a-3p with sequence CUAUAUAUCAAACAUAUUCCU. The protein sequence of the target gene is MDTAEEDICRVCRSEGTPEKPLYHPCVCTGSIKFIHQECLVQWLKHSRKEYCELCKHRFAFTPIYSPDMPSRLPIQDIFAGLVTSIGTAIRYWFHYTLVAFAWLGVVPLTACRIYKCLFTGSVSSLLTLPLDMLSTENLLADCLQGCFVVTCTLCAFISLVWLREQIVHGGAPIWLEHAAPPFNAAGHHQNEAPAGGNGAENVAADQPANPPAENAVVGENPDAQDDQAEEEEEDNEEEDDAGVEDAADANNGAQDDMNWNALEWDRAAEELTWERMLGLDGSLVFLEHVFWVVSLNTLF.... Result: 1 (interaction).